From a dataset of Catalyst prediction with 721,799 reactions and 888 catalyst types from USPTO. Predict which catalyst facilitates the given reaction. (1) Reactant: [Cl:1][C:2]1[CH:3]=[CH:4][C:5]([CH2:8][O:9][C:10]2[CH:15]=[CH:14][N:13]([C:16]3[CH:17]=[N:18][C:19](F)=[CH:20][CH:21]=3)[C:12](=[O:23])[CH:11]=2)=[N:6][CH:7]=1.[CH3:24][NH:25][C@H:26]1[CH2:30][CH2:29][NH:28][CH2:27]1.C([O-])([O-])=O.[K+].[K+]. Product: [Cl:1][C:2]1[CH:3]=[CH:4][C:5]([CH2:8][O:9][C:10]2[CH:15]=[CH:14][N:13]([C:16]3[CH:17]=[N:18][C:19]([N:28]4[CH2:29][CH2:30][C@H:26]([NH:25][CH3:24])[CH2:27]4)=[CH:20][CH:21]=3)[C:12](=[O:23])[CH:11]=2)=[N:6][CH:7]=1. The catalyst class is: 3. (2) Reactant: [CH:1]([Mg]Br)=[CH2:2].[Br:5][C:6]1[CH:11]=[C:10]([N+:12]([O-])=O)[C:9]([Br:15])=[CH:8][N:7]=1.[Cl-].[NH4+].C(OCC)(=O)C. Product: [Br:5][C:6]1[C:11]2[CH:1]=[CH:2][NH:12][C:10]=2[C:9]([Br:15])=[CH:8][N:7]=1. The catalyst class is: 20. (3) Reactant: [H-].[Na+].[OH:3][CH2:4][C@H:5]1[CH2:7][C@@H:6]1[CH:8]1[CH2:13][CH2:12][N:11]([C:14]([O:16][C:17]([CH3:20])([CH3:19])[CH3:18])=[O:15])[CH2:10][CH2:9]1.[Br:21][C:22]1[CH:23]=[CH:24][C:25]([CH2:28]Br)=[N:26][CH:27]=1. Product: [Br:21][C:22]1[CH:23]=[CH:24][C:25]([CH2:28][O:3][CH2:4][C@H:5]2[CH2:7][C@@H:6]2[CH:8]2[CH2:9][CH2:10][N:11]([C:14]([O:16][C:17]([CH3:20])([CH3:19])[CH3:18])=[O:15])[CH2:12][CH2:13]2)=[N:26][CH:27]=1. The catalyst class is: 3. (4) Reactant: [C:1]([O:5][C:6](=[O:27])[NH:7][C@H:8]1[CH2:16][O:15][CH2:14][C@H:13]([CH2:17][C:18]2[CH:23]=[CH:22][CH:21]=[CH:20][CH:19]=2)[C@@H:12]([OH:24])[C@H:11]([CH3:25])[O:10][C:9]1=[O:26])([CH3:4])([CH3:3])[CH3:2].[C:28](Cl)(=[O:32])[CH:29]([CH3:31])[CH3:30].O. The catalyst class is: 17. Product: [C:28]([O:24][C@@H:12]1[C@@H:13]([CH2:17][C:18]2[CH:23]=[CH:22][CH:21]=[CH:20][CH:19]=2)[CH2:14][O:15][CH2:16][C@H:8]([NH:7][C:6]([O:5][C:1]([CH3:2])([CH3:4])[CH3:3])=[O:27])[C:9](=[O:26])[O:10][C@H:11]1[CH3:25])(=[O:32])[CH:29]([CH3:31])[CH3:30].